This data is from Forward reaction prediction with 1.9M reactions from USPTO patents (1976-2016). The task is: Predict the product of the given reaction. (1) Given the reactants [F:1][C:2]([F:7])([F:6])[C:3]([OH:5])=[O:4].[F:8][C:9]([F:14])([F:13])[C:10]([OH:12])=[O:11].[Cl:15][C:16]1[CH:17]=[N:18][C:19]2[NH:20][C:21]3[CH:22]=[CH:23][CH:24]=[C:25]([CH:43]=3)[CH2:26][CH2:27][C:28]3[CH:36]=[C:32]([NH:33][C:34]=1[N:35]=2)[CH:31]=[CH:30][C:29]=3[N:37]1[CH2:42][CH2:41][NH:40][CH2:39][CH2:38]1.C(N(CC)C(C)C)(C)C.[C:53](OC(=O)C)(=[O:55])[CH3:54].[OH-].[Na+], predict the reaction product. The product is: [F:1][C:2]([F:7])([F:6])[C:3]([OH:5])=[O:4].[F:8][C:9]([F:14])([F:13])[C:10]([OH:12])=[O:11].[C:53]([N:40]1[CH2:41][CH2:42][N:37]([C:29]2[CH:30]=[CH:31][C:32]3[NH:33][C:34]4[N:35]=[C:19]([NH:20][C:21]5[CH:22]=[CH:23][CH:24]=[C:25]([CH:43]=5)[CH2:26][CH2:27][C:28]=2[CH:36]=3)[N:18]=[CH:17][C:16]=4[Cl:15])[CH2:38][CH2:39]1)(=[O:55])[CH3:54]. (2) Given the reactants [C:1]([C:3]1[CH:36]=[CH:35][C:6]([CH2:7][C@@:8]2([CH3:34])[N:12]3[C:13]([C:16]([NH:18][C:19]4([C:22](O)=[O:23])[CH2:21][CH2:20]4)=[O:17])=[CH:14][N:15]=[C:11]3[N:10]([C:25]3[CH:30]=[C:29]([Cl:31])[CH:28]=[C:27]([Cl:32])[CH:26]=3)[C:9]2=[O:33])=[CH:5][CH:4]=1)#[N:2].CN(C(ON1N=NC2C=CC=NC1=2)=[N+](C)C)C.F[P-](F)(F)(F)(F)F.[NH:61]1[C:65]([CH2:66][CH2:67][NH2:68])=[N:64][N:63]=[N:62]1.CCN(CC)CC, predict the reaction product. The product is: [C:1]([C:3]1[CH:36]=[CH:35][C:6]([CH2:7][C@@:8]2([CH3:34])[N:12]3[C:13]([C:16]([NH:18][C:19]4([C:22](=[O:23])[NH:68][CH2:67][CH2:66][C:65]5[N:61]=[N:62][NH:63][N:64]=5)[CH2:20][CH2:21]4)=[O:17])=[CH:14][N:15]=[C:11]3[N:10]([C:25]3[CH:26]=[C:27]([Cl:32])[CH:28]=[C:29]([Cl:31])[CH:30]=3)[C:9]2=[O:33])=[CH:5][CH:4]=1)#[N:2]. (3) The product is: [CH3:3][N:4]([CH3:12])[CH:5]1[CH2:10][CH2:9][CH:8]([O:11][C:14]2[C:15]3[CH:22]=[C:21]([CH2:23][CH2:24][NH:25][C:26](=[O:32])[O:27][C:28]([CH3:30])([CH3:29])[CH3:31])[S:20][C:16]=3[N:17]=[CH:18][N:19]=2)[CH2:7][CH2:6]1. Given the reactants [H-].[Na+].[CH3:3][N:4]([CH3:12])[C@H:5]1[CH2:10][CH2:9][C@H:8]([OH:11])[CH2:7][CH2:6]1.Cl[C:14]1[C:15]2[CH:22]=[C:21]([CH2:23][CH2:24][NH:25][C:26](=[O:32])[O:27][C:28]([CH3:31])([CH3:30])[CH3:29])[S:20][C:16]=2[N:17]=[CH:18][N:19]=1, predict the reaction product. (4) Given the reactants [OH:1][C@@:2]12[CH2:21][C@@H:20]([O:22][C@H:23]3[C@@H:28]4[O:29][C:30]([CH3:33])([CH3:32])[O:31][C@@H:27]4[C@@H:26]([O:34][CH2:35][O:36][CH3:37])[C@H:25]([CH3:38])[O:24]3)[CH2:19][C@H:12]3[O:13][C:14]([CH3:18])([CH3:17])[O:15][CH2:16][C@@:11]13[CH:10]1[CH:5]([C@@:6]3([OH:49])[CH2:45][CH2:44][C@H:43]([CH:46]=[O:47])[C@@:7]3([CH3:48])[CH2:8][C@H:9]1[O:39][CH2:40][O:41][CH3:42])[CH2:4][CH2:3]2.[C:50]([Mg]Br)#[CH:51], predict the reaction product. The product is: [OH:47][CH:46]([C@@H:43]1[C@@:7]2([CH3:48])[CH2:8][C@@H:9]([O:39][CH2:40][O:41][CH3:42])[CH:10]3[C@:11]45[C@@:2]([OH:1])([CH2:21][C@@H:20]([O:22][C@H:23]6[C@@H:28]7[O:29][C:30]([CH3:33])([CH3:32])[O:31][C@@H:27]7[C@@H:26]([O:34][CH2:35][O:36][CH3:37])[C@H:25]([CH3:38])[O:24]6)[CH2:19][C@H:12]4[O:13][C:14]([CH3:18])([CH3:17])[O:15][CH2:16]5)[CH2:3][CH2:4][CH:5]3[C@@:6]2([OH:49])[CH2:45][CH2:44]1)[C:50]#[CH:51].